Dataset: Reaction yield outcomes from USPTO patents with 853,638 reactions. Task: Predict the reaction yield, written as a fraction of the theoretical maximum amount of product (1.0 means a 100% yield; for example, 0.34 means a 34% yield). The reactants are [CH3:1][SH:2].[Na].O1CCCC1.[CH:9]([C:13]1[C:14]([NH:25][CH2:26][C:27]([F:30])([F:29])[F:28])=[N:15][C:16]([N:20]2[CH:24]=[CH:23][CH:22]=[N:21]2)=[N:17][C:18]=1Cl)([CH2:11][CH3:12])[CH3:10]. The catalyst is O. The product is [CH:9]([C:13]1[C:14]([NH:25][CH2:26][C:27]([F:30])([F:29])[F:28])=[N:15][C:16]([N:20]2[CH:24]=[CH:23][CH:22]=[N:21]2)=[N:17][C:18]=1[S:2][CH3:1])([CH2:11][CH3:12])[CH3:10]. The yield is 0.972.